Task: Regression/Classification. Given a drug SMILES string, predict its absorption, distribution, metabolism, or excretion properties. Task type varies by dataset: regression for continuous measurements (e.g., permeability, clearance, half-life) or binary classification for categorical outcomes (e.g., BBB penetration, CYP inhibition). Dataset: cyp3a4_veith.. Dataset: CYP3A4 inhibition data for predicting drug metabolism from PubChem BioAssay (1) The compound is COC(=O)CCSc1cc([N+](=O)[O-])cc2c1c(C1OCCS1)nn2-c1ccccc1. The result is 1 (inhibitor). (2) The drug is CN1CCN(c2ncc3nc(-c4ccccc4)c(=O)n(CCc4ccccc4)c3n2)CC1. The result is 0 (non-inhibitor). (3) The compound is Cc1ccc(C)c(NC(=S)N(CCc2nc3cc(C)c(C)cc3[nH]2)Cc2cccnc2)c1. The result is 1 (inhibitor). (4) The molecule is CCc1ccccc1NC(=S)NCc1ccc2c(c1)OCO2. The result is 1 (inhibitor).